This data is from Catalyst prediction with 721,799 reactions and 888 catalyst types from USPTO. The task is: Predict which catalyst facilitates the given reaction. (1) Reactant: [C:1]([O:5][C:6]([N:8]1[CH2:13][CH2:12][N:11]2[C:14]([C:19]3[CH:20]=[N:21][CH:22]=[CH:23][C:24]=3[CH3:25])=[CH:15][C:16]([C:17]#[N:18])=[C:10]2[CH2:9]1)=[O:7])([CH3:4])([CH3:3])[CH3:2].ClC1C(C(N)=O)=C2CN(S(C3SC(C4C=CC=CN=4)=CC=3)(=O)=[O:36])CCN2C=1C1C=CC=CC=1.[OH-].[Na+].OO. Product: [C:1]([O:5][C:6]([N:8]1[CH2:13][CH2:12][N:11]2[C:14]([C:19]3[CH:20]=[N:21][CH:22]=[CH:23][C:24]=3[CH3:25])=[CH:15][C:16]([C:17](=[O:36])[NH2:18])=[C:10]2[CH2:9]1)=[O:7])([CH3:4])([CH3:3])[CH3:2]. The catalyst class is: 24. (2) Reactant: [CH3:1][C@H:2]1[CH2:33][C:32]([CH3:34])=[CH:31][C@@H:30]([CH2:35][CH:36]=[CH2:37])[C:28](=[O:29])[CH2:27][C@H:26]([OH:38])[C@@H:25]([CH3:39])[C@@H:24](/[C:40](/[CH3:51])=[CH:41]/[C@H:42]2[CH2:47][C@@H:46]([O:48][CH3:49])[C@H:45]([OH:50])[CH2:44][CH2:43]2)[O:23][C:21](=[O:22])[C@H:20]2[N:15]([CH2:16][CH2:17][CH2:18][CH2:19]2)[C:13](=[O:14])[C:11](=[O:12])[C@:9]2([OH:52])[O:10][C@@H:5]([C@@H:6]([O:54][CH3:55])[CH2:7][C@H:8]2[CH3:53])[C@@H:4]([O:56][CH3:57])[CH2:3]1.N1C=CC=CC=1.[C:64](Cl)(=[O:71])[C:65]1[CH:70]=[CH:69][CH:68]=[CH:67][CH:66]=1. Product: [CH2:35]([CH:30]1[CH:31]=[C:32]([CH3:34])[CH2:33][CH:2]([CH3:1])[CH2:3][CH:4]([O:56][CH3:57])[CH:5]2[O:10][C:9]([OH:52])([CH:8]([CH3:53])[CH2:7][CH:6]2[O:54][CH3:55])[C:11](=[O:12])[C:13](=[O:14])[N:15]2[CH:20]([CH2:19][CH2:18][CH2:17][CH2:16]2)[C:21](=[O:22])[O:23][CH:24]([C:40]([CH3:51])=[CH:41][CH:42]2[CH2:43][CH2:44][CH:45]([O:50][C:64](=[O:71])[C:65]3[CH:70]=[CH:69][CH:68]=[CH:67][CH:66]=3)[CH:46]([O:48][CH3:49])[CH2:47]2)[CH:25]([CH3:39])[CH:26]([OH:38])[CH2:27][C:28]1=[O:29])[CH:36]=[CH2:37]. The catalyst class is: 4. (3) Reactant: C[O:2][C:3]([C:5]1[S:6][C:7]([C:33]#[C:34][C:35]([CH3:38])([CH3:37])[CH3:36])=[CH:8][C:9]=1[N:10]([C:24]([CH:26]1[CH2:31][CH2:30][CH:29]([CH3:32])[CH2:28][CH2:27]1)=[O:25])[CH:11]1[CH2:16][CH2:15][CH:14]([S:17][C:18]2[N:22]([CH3:23])[CH:21]=[N:20][N:19]=2)[CH2:13][CH2:12]1)=[O:4].[Li+].[OH-].Cl. Product: [CH3:36][C:35]([CH3:37])([CH3:38])[C:34]#[C:33][C:7]1[S:6][C:5]([C:3]([OH:4])=[O:2])=[C:9]([N:10]([C:24]([CH:26]2[CH2:27][CH2:28][CH:29]([CH3:32])[CH2:30][CH2:31]2)=[O:25])[CH:11]2[CH2:12][CH2:13][CH:14]([S:17][C:18]3[N:22]([CH3:23])[CH:21]=[N:20][N:19]=3)[CH2:15][CH2:16]2)[CH:8]=1. The catalyst class is: 20. (4) Reactant: [CH2:1]([N:5]1[C:13]2[N:12]=[C:11]([Cl:14])[NH:10][C:9]=2[C:8](=[O:15])[N:7]([CH2:16][CH2:17][CH2:18]CC2ON=C(C3C=CC=CC=3)C=2)[C:6]1=[O:31])[CH2:2][CH2:3][CH3:4].C(N1C2N=C(Cl)N(CC=C)C=2C(=O)NC1=O)CCC.[C:51]1([C:57]2[N:61]=[C:60]([S:62]CCCO)[O:59][N:58]=2)[CH:56]=[CH:55][CH:54]=[CH:53][CH:52]=1. Product: [CH2:1]([N:5]1[C:13]2[N:12]=[C:11]([Cl:14])[NH:10][C:9]=2[C:8](=[O:15])[N:7]([CH2:16][CH2:17][CH2:18][S:62][C:60]2[O:59][N:58]=[C:57]([C:51]3[CH:56]=[CH:55][CH:54]=[CH:53][CH:52]=3)[N:61]=2)[C:6]1=[O:31])[CH2:2][CH2:3][CH3:4]. The catalyst class is: 73. (5) The catalyst class is: 308. Product: [CH2:47]([O:46][C:42]1[CH:41]=[C:40]([CH2:39][C@H:26]([NH:25][C:14]([NH:12][S:9]([C:4]2[CH:5]=[CH:6][CH:7]=[CH:8][C:3]=2[CH:1]=[CH2:2])(=[O:10])=[O:11])=[O:16])[C:27]([N:29]([C:31]2[CH:32]=[CH:33][C:34]([O:37][CH3:38])=[CH:35][CH:36]=2)[CH3:30])=[O:28])[CH:45]=[CH:44][CH:43]=1)[CH2:48][CH:49]=[CH2:50]. Reactant: [CH:1]([C:3]1[CH:8]=[CH:7][CH:6]=[CH:5][C:4]=1[S:9]([NH2:12])(=[O:11])=[O:10])=[CH2:2].Cl[C:14](Cl)([O:16]C(=O)OC(Cl)(Cl)Cl)Cl.[NH2:25][C@@H:26]([CH2:39][C:40]1[CH:45]=[CH:44][CH:43]=[C:42]([O:46][CH2:47][CH2:48][CH:49]=[CH2:50])[CH:41]=1)[C:27]([N:29]([C:31]1[CH:36]=[CH:35][C:34]([O:37][CH3:38])=[CH:33][CH:32]=1)[CH3:30])=[O:28].C(O)(C(F)(F)F)=O.CCN(C(C)C)C(C)C.